The task is: Predict the reactants needed to synthesize the given product.. This data is from Full USPTO retrosynthesis dataset with 1.9M reactions from patents (1976-2016). (1) The reactants are: [CH:1]1([CH2:4][C:5]([NH:7][NH:8][C:9]2[C:14]([CH3:15])=[C:13]([N:16]3[CH2:21][CH2:20][CH:19]([C:22]4[CH:27]=[CH:26][CH:25]=[CH:24][CH:23]=4)[CH2:18][CH2:17]3)[N:12]=[CH:11][N:10]=2)=O)[CH2:3][CH2:2]1.CC[N+](S(N=C(OC)[O-])(=O)=O)(CC)CC. Given the product [CH:1]1([CH2:4][C:5]2[N:10]3[CH:11]=[N:12][C:13]([N:16]4[CH2:21][CH2:20][CH:19]([C:22]5[CH:27]=[CH:26][CH:25]=[CH:24][CH:23]=5)[CH2:18][CH2:17]4)=[C:14]([CH3:15])[C:9]3=[N:8][N:7]=2)[CH2:3][CH2:2]1, predict the reactants needed to synthesize it. (2) Given the product [CH3:1][C:2]1[CH:3]=[C:4]([O:11][CH:32]2[CH2:37][CH2:36][N:35]([C:38]([O:40][CH2:41][C:42]3[CH:43]=[CH:44][CH:45]=[CH:46][CH:47]=3)=[O:39])[CH2:34][CH2:33]2)[CH:5]=[CH:6][C:7]=1[N+:8]([O-:10])=[O:9], predict the reactants needed to synthesize it. The reactants are: [CH3:1][C:2]1[CH:3]=[C:4]([OH:11])[CH:5]=[CH:6][C:7]=1[N+:8]([O-:10])=[O:9].C1(P(C2C=CC=CC=2)C2C=CC=CC=2)C=CC=CC=1.O[CH:32]1[CH2:37][CH2:36][N:35]([C:38]([O:40][CH2:41][C:42]2[CH:47]=[CH:46][CH:45]=[CH:44][CH:43]=2)=[O:39])[CH2:34][CH2:33]1.N(C(OC(C)C)=O)=NC(OC(C)C)=O. (3) Given the product [Cl:1][C:2]1[CH:3]=[C:4]([S:9]([NH:12][CH2:13][C:14]2[N:15]=[CH:16][C:17]([C:20]([OH:22])=[O:21])=[N:18][CH:19]=2)(=[O:10])=[O:11])[CH:5]=[CH:6][C:7]=1[F:8], predict the reactants needed to synthesize it. The reactants are: [Cl:1][C:2]1[CH:3]=[C:4]([S:9]([NH:12][CH2:13][C:14]2[N:15]=[CH:16][C:17]([C:20]([O:22]C)=[O:21])=[N:18][CH:19]=2)(=[O:11])=[O:10])[CH:5]=[CH:6][C:7]=1[F:8].[OH-].[K+]. (4) Given the product [Br:17][C:18]1[C:23]([F:24])=[CH:22][C:21]([S:25]([N:13]2[CH2:12][CH2:11][C:9]3([O:8][CH2:7][C:6](=[O:16])[N:5]([CH:2]4[CH2:4][CH2:3]4)[CH2:10]3)[CH2:15][CH2:14]2)(=[O:26])=[O:27])=[CH:20][C:19]=1[F:29], predict the reactants needed to synthesize it. The reactants are: Cl.[CH:2]1([N:5]2[CH2:10][C:9]3([CH2:15][CH2:14][NH:13][CH2:12][CH2:11]3)[O:8][CH2:7][C:6]2=[O:16])[CH2:4][CH2:3]1.[Br:17][C:18]1[C:23]([F:24])=[CH:22][C:21]([S:25](Cl)(=[O:27])=[O:26])=[CH:20][C:19]=1[F:29].